The task is: Predict the reactants needed to synthesize the given product.. This data is from Full USPTO retrosynthesis dataset with 1.9M reactions from patents (1976-2016). The reactants are: [CH3:1][O:2][C:3]1[C:8]2[C:9](=[O:18])[NH:10][N:11]([CH:12]3[CH2:17][CH2:16][CH2:15][O:14][CH2:13]3)[C:7]=2[CH:6]=[CH:5][N:4]=1.N1C=CC=CC=1.[F:25][C:26]([F:39])([F:38])[S:27](O[S:27]([C:26]([F:39])([F:38])[F:25])(=[O:29])=[O:28])(=[O:29])=[O:28].[Cl-].[NH4+]. Given the product [F:25][C:26]([F:39])([F:38])[S:27]([O:18][C:9]1[C:8]2[C:3]([O:2][CH3:1])=[N:4][CH:5]=[CH:6][C:7]=2[N:11]([CH:12]2[CH2:17][CH2:16][CH2:15][O:14][CH2:13]2)[N:10]=1)(=[O:29])=[O:28], predict the reactants needed to synthesize it.